Task: Predict the reactants needed to synthesize the given product.. Dataset: Full USPTO retrosynthesis dataset with 1.9M reactions from patents (1976-2016) (1) Given the product [Br:1][C:2]1[CH:3]=[C:4]([CH3:10])[C:5]([CH3:9])=[C:6]([O:8][CH3:13])[CH:7]=1, predict the reactants needed to synthesize it. The reactants are: [Br:1][C:2]1[CH:3]=[C:4]([CH3:10])[C:5]([CH3:9])=[C:6]([OH:8])[CH:7]=1.CI.[C:13](=O)([O-])[O-].[K+].[K+].O. (2) Given the product [C:13]([O:17][C:18]([NH:20][CH2:21][C:22]1[CH:27]=[CH:26][C:25]([C:28]2[CH:33]=[CH:32][C:31]([Cl:34])=[CH:30][CH:29]=2)=[C:24]([CH2:35][Cl:12])[CH:23]=1)=[O:19])([CH3:16])([CH3:15])[CH3:14], predict the reactants needed to synthesize it. The reactants are: CCN(CC)CC.S([Cl:12])(C)(=O)=O.[C:13]([O:17][C:18]([NH:20][CH2:21][C:22]1[CH:27]=[CH:26][C:25]([C:28]2[CH:33]=[CH:32][C:31]([Cl:34])=[CH:30][CH:29]=2)=[C:24]([CH2:35]O)[CH:23]=1)=[O:19])([CH3:16])([CH3:15])[CH3:14].